This data is from Forward reaction prediction with 1.9M reactions from USPTO patents (1976-2016). The task is: Predict the product of the given reaction. The product is: [Cl:1][C:2]1[C:11]([C:12]([O:14][C:34]2[C:33]([F:36])=[C:32]([F:37])[C:31]([F:38])=[C:30]([F:39])[C:29]=2[F:28])=[O:13])=[C:10]([NH:15][CH2:16][C:17]2[CH:22]=[CH:21][C:20]([O:23][CH3:24])=[C:19]([Cl:25])[CH:18]=2)[C:9]2[C:4](=[CH:5][CH:6]=[C:7]([C:26]#[N:27])[CH:8]=2)[N:3]=1. Given the reactants [Cl:1][C:2]1[C:11]([C:12]([OH:14])=[O:13])=[C:10]([NH:15][CH2:16][C:17]2[CH:22]=[CH:21][C:20]([O:23][CH3:24])=[C:19]([Cl:25])[CH:18]=2)[C:9]2[C:4](=[CH:5][CH:6]=[C:7]([C:26]#[N:27])[CH:8]=2)[N:3]=1.[F:28][C:29]1[C:34](O)=[C:33]([F:36])[C:32]([F:37])=[C:31]([F:38])[C:30]=1[F:39].C1CCC(N=C=NC2CCCCC2)CC1.CCOC(C)=O, predict the reaction product.